Dataset: Blood-brain barrier permeability classification from the B3DB database. Task: Regression/Classification. Given a drug SMILES string, predict its absorption, distribution, metabolism, or excretion properties. Task type varies by dataset: regression for continuous measurements (e.g., permeability, clearance, half-life) or binary classification for categorical outcomes (e.g., BBB penetration, CYP inhibition). Dataset: b3db_classification. The molecule is CSc1ccc(C(=O)c2[nH]c(=O)[nH]c2C)cc1. The result is 0 (does not penetrate BBB).